From a dataset of Catalyst prediction with 721,799 reactions and 888 catalyst types from USPTO. Predict which catalyst facilitates the given reaction. (1) Reactant: [S:1]1[CH:5]=[CH:4][CH:3]=[C:2]1[C:6](Cl)=[O:7].C1COCC1.[C:14]([C:16]1[CH:17]=[C:18]([NH2:22])[CH:19]=[CH:20][CH:21]=1)#[CH:15]. Product: [C:14]([C:16]1[CH:17]=[C:18]([NH:22][C:6]([C:2]2[S:1][CH:5]=[CH:4][CH:3]=2)=[O:7])[CH:19]=[CH:20][CH:21]=1)#[CH:15]. The catalyst class is: 424. (2) Reactant: Cl.[NH2:2][CH2:3][C:4](=[O:10])[CH2:5][CH2:6][C:7]([OH:9])=[O:8].[P:11](=[O:15])([OH:14])([OH:13])[OH:12].C(N(CC)CC)C.C(O)C. Product: [P:11]([OH:15])([OH:14])([OH:13])=[O:12].[NH2:2][CH2:3][C:4](=[O:10])[CH2:5][CH2:6][C:7]([OH:9])=[O:8]. The catalyst class is: 6. (3) Reactant: [CH3:1][O:2][C:3]1[C:8]([NH:9][C:10](=[O:35])[C:11]2[CH:16]=[C:15]([CH2:17][C:18]3[C:19](=[O:30])[C:20]([O:28][CH3:29])=[C:21]([O:26][CH3:27])[C:22](=[O:25])[C:23]=3[CH3:24])[CH:14]=[CH:13][C:12]=2[O:31]C(=O)C)=[CH:7][CH:6]=[CH:5][N:4]=1.C(=O)([O-])O.[Na+]. Product: [CH3:1][O:2][C:3]1[C:8]([NH:9][C:10](=[O:35])[C:11]2[CH:16]=[C:15]([CH2:17][C:18]3[C:19](=[O:30])[C:20]([O:28][CH3:29])=[C:21]([O:26][CH3:27])[C:22](=[O:25])[C:23]=3[CH3:24])[CH:14]=[CH:13][C:12]=2[OH:31])=[CH:7][CH:6]=[CH:5][N:4]=1. The catalyst class is: 24. (4) Reactant: [CH2:1]([N:4]([CH2:8][C:9]1[CH:17]=[CH:16][C:12]([C:13]([OH:15])=O)=[CH:11][CH:10]=1)[CH2:5][CH2:6][CH3:7])[CH2:2][CH3:3].CCN=C=NCCCN(C)C.Cl.C1C=CC2N(O)N=NC=2C=1.[NH2:40][C:41]1[CH:42]=[C:43]([CH:46]=[CH:47][C:48]=1[NH2:49])[C:44]#[N:45]. Product: [NH2:49][C:48]1[CH:47]=[CH:46][C:43]([C:44]#[N:45])=[CH:42][C:41]=1[NH:40][C:13](=[O:15])[C:12]1[CH:11]=[CH:10][C:9]([CH2:8][N:4]([CH2:1][CH2:2][CH3:3])[CH2:5][CH2:6][CH3:7])=[CH:17][CH:16]=1. The catalyst class is: 22. (5) Reactant: [C:1]([C:5]1[CH:13]=[C:12]2[C:8]([CH2:9][CH2:10][N:11]2[S:14]([C:17]2[CH:24]=[CH:23][C:20]([C:21]#[N:22])=[CH:19][CH:18]=2)(=[O:16])=[O:15])=[CH:7][C:6]=1[S:25]C#N)([CH3:4])([CH3:3])[CH3:2].S.[Na].[BH4-].[Na+].CO. Product: [C:1]([C:5]1[CH:13]=[C:12]2[C:8]([CH2:9][CH2:10][N:11]2[S:14]([C:17]2[CH:18]=[CH:19][C:20]([C:21]#[N:22])=[CH:23][CH:24]=2)(=[O:15])=[O:16])=[CH:7][C:6]=1[SH:25])([CH3:4])([CH3:2])[CH3:3]. The catalyst class is: 313. (6) Reactant: [C:1]([CH2:6][C:7]([O:9][CH2:10][CH3:11])=[O:8])(=O)[CH2:2][CH2:3][CH3:4].[NH3:12].C(O)(=O)C.[C:17]1(=O)[CH:22]=[CH:21][C:20](=[O:23])[CH:19]=[CH:18]1. Product: [CH2:10]([O:9][C:7]([C:6]1[C:18]2[C:17](=[CH:22][CH:21]=[C:20]([OH:23])[CH:19]=2)[NH:12][C:1]=1[CH2:2][CH2:3][CH3:4])=[O:8])[CH3:11]. The catalyst class is: 5. (7) Reactant: [C:1](C1C=CC=CC=1OC1CN([C@@H]([CH2:2][CH:1]2[CH2:4]CCC[CH2:3]2)C(O)=O)C(=O)C=1)([CH3:4])([CH3:3])[CH3:2].Cl.CN(C)[CH2:32][CH2:33][CH2:34]N=C=NCC.[CH:41](N(CC)C(C)C)(C)C.ON1C2C=CC=CC=2N=N1.Cl.[OH:61][C@@H:62]([CH2:92]O)[CH2:63][N:64]1[CH:68]=[CH:67][C:66]([NH:69][C:70](=[O:91])[C@@H:71]([N:76]2[CH2:80][C:79]([O:81][C:82]3[CH:87]=[CH:86][CH:85]=[C:84](Cl)[C:83]=3Cl)=[CH:78][C:77]2=[O:90])[CH2:72][CH:73]([CH3:75])[CH3:74])=[N:65]1. Product: [C:1]([C:83]1[CH:84]=[CH:85][CH:86]=[CH:87][C:82]=1[O:81][C:79]1[CH2:80][N:76]([C@@H:71]([CH2:72][CH:73]2[CH2:74][CH2:34][CH2:33][CH2:32][CH2:75]2)[C:70]([NH:69][C:66]2[CH:67]=[CH:68][N:64]([CH2:63][C:62]([OH:61])([CH3:92])[CH3:41])[N:65]=2)=[O:91])[C:77](=[O:90])[CH:78]=1)([CH3:4])([CH3:3])[CH3:2]. The catalyst class is: 96. (8) Reactant: [CH3:1][C:2]1[C:6]([B:7]2[O:11][C:10]([CH3:13])([CH3:12])[C:9]([CH3:15])([CH3:14])[O:8]2)=[CH:5][NH:4][N:3]=1.[H-].[Na+].I[CH:19]1[CH2:22][O:21][CH2:20]1. Product: [CH3:1][C:2]1[C:6]([B:7]2[O:11][C:10]([CH3:13])([CH3:12])[C:9]([CH3:15])([CH3:14])[O:8]2)=[CH:5][N:4]([CH:19]2[CH2:22][O:21][CH2:20]2)[N:3]=1. The catalyst class is: 9. (9) Reactant: C([O:3][C:4]([C:6]12[CH2:23][CH:22]1[CH:21]=[CH:20][CH2:19][CH2:18][CH2:17][CH2:16][N:15]([CH3:24])[C:14](=[O:25])[CH:13]1[CH:9]([CH2:10][CH:11]([O:26][C:27]3[CH:32]=[C:31]([O:33][CH3:34])[N:30]=[C:29]([O:35][CH3:36])[N:28]=3)[CH2:12]1)[C:8](=[O:37])[NH:7]2)=[O:5])C.[Li+].[OH-]. Product: [CH3:36][O:35][C:29]1[N:28]=[C:27]([O:26][CH:11]2[CH2:10][CH:9]3[CH:13]([C:14](=[O:25])[N:15]([CH3:24])[CH2:16][CH2:17][CH2:18][CH2:19][CH:20]=[CH:21][CH:22]4[C:6]([C:4]([OH:5])=[O:3])([NH:7][C:8]3=[O:37])[CH2:23]4)[CH2:12]2)[CH:32]=[C:31]([O:33][CH3:34])[N:30]=1. The catalyst class is: 36. (10) Reactant: [Cl:1][C:2]1[C:10]2[C:5](=[CH:6][C:7]([S:11]([N:14]3[CH2:19][C:18](=[O:20])[N:17]([CH2:21][CH:22]4[CH2:27][CH2:26][N:25]([C:28]5[CH:33]=[CH:32][C:31](=[O:34])[N:30]([CH3:35])[N:29]=5)[CH2:24][CH2:23]4)[CH:16]([C:36]([OH:38])=O)[CH2:15]3)(=[O:13])=[O:12])=[CH:8][CH:9]=2)[NH:4][CH:3]=1.[NH:39]1[CH2:44][CH2:43][O:42][CH2:41][CH2:40]1.F[B-](F)(F)F.N1(OC(N(C)C)=[N+](C)C)C2C=CC=CC=2N=N1. Product: [Cl:1][C:2]1[C:10]2[C:5](=[CH:6][C:7]([S:11]([N:14]3[CH2:19][C:18](=[O:20])[N:17]([CH2:21][CH:22]4[CH2:27][CH2:26][N:25]([C:28]5[CH:33]=[CH:32][C:31](=[O:34])[N:30]([CH3:35])[N:29]=5)[CH2:24][CH2:23]4)[CH:16]([C:36]([N:39]4[CH2:44][CH2:43][O:42][CH2:41][CH2:40]4)=[O:38])[CH2:15]3)(=[O:13])=[O:12])=[CH:8][CH:9]=2)[NH:4][CH:3]=1. The catalyst class is: 9.